Dataset: NCI-60 drug combinations with 297,098 pairs across 59 cell lines. Task: Regression. Given two drug SMILES strings and cell line genomic features, predict the synergy score measuring deviation from expected non-interaction effect. (1) Drug 1: CN(C)N=NC1=C(NC=N1)C(=O)N. Drug 2: CN1C(=O)N2C=NC(=C2N=N1)C(=O)N. Cell line: NCI-H522. Synergy scores: CSS=0.594, Synergy_ZIP=1.05, Synergy_Bliss=1.57, Synergy_Loewe=-6.55, Synergy_HSA=-3.90. (2) Drug 1: C1CN1P(=S)(N2CC2)N3CC3. Drug 2: C1CN(P(=O)(OC1)NCCCl)CCCl. Cell line: IGROV1. Synergy scores: CSS=10.4, Synergy_ZIP=-3.45, Synergy_Bliss=-0.224, Synergy_Loewe=-16.6, Synergy_HSA=-0.0724.